From a dataset of Forward reaction prediction with 1.9M reactions from USPTO patents (1976-2016). Predict the product of the given reaction. (1) Given the reactants Cl[C:2]1[N:11]=[CH:10][C:9]2[C:4](=[CH:5][CH:6]=[C:7]([C:12]3[C:17]([Cl:18])=[C:16]([O:19][CH3:20])[CH:15]=[C:14]([O:21][CH3:22])[C:13]=3[Cl:23])[CH:8]=2)[N:3]=1.[NH2:24][C@@H:25]1[CH2:30][CH2:29][CH2:28][CH2:27][C@@H:26]1[NH:31][C:32](=[O:38])[O:33][C:34]([CH3:37])([CH3:36])[CH3:35].C1CCN2C(=NCCC2)CC1, predict the reaction product. The product is: [Cl:23][C:13]1[C:14]([O:21][CH3:22])=[CH:15][C:16]([O:19][CH3:20])=[C:17]([Cl:18])[C:12]=1[C:7]1[CH:8]=[C:9]2[C:4](=[CH:5][CH:6]=1)[N:3]=[C:2]([NH:24][C@@H:25]1[CH2:30][CH2:29][CH2:28][CH2:27][C@@H:26]1[NH:31][C:32](=[O:38])[O:33][C:34]([CH3:36])([CH3:35])[CH3:37])[N:11]=[CH:10]2. (2) Given the reactants O[C:2]1[CH:7]=[CH:6][C:5]([C:8]2([C:21]3[CH:26]=[CH:25]C(O)=[CH:23][CH:22]=3)[C:20]3[CH:19]=[CH:18][CH:17]=[CH:16][C:15]=3[C:14]3[C:9]2=[CH:10][CH:11]=[CH:12][CH:13]=3)=[CH:4][CH:3]=1.CN(C)[CH:30]=[O:31].[C:33](=[O:36])([O-])[O-].[K+].[K+].[CH3:39]I, predict the reaction product. The product is: [CH3:39][O:36][C:33]1[CH:25]=[CH:26][C:21]([C:8]2([C:5]3[CH:6]=[CH:7][C:2]([O:31][CH3:30])=[CH:3][CH:4]=3)[C:20]3[CH:19]=[CH:18][CH:17]=[CH:16][C:15]=3[C:14]3[C:9]2=[CH:10][CH:11]=[CH:12][CH:13]=3)=[CH:22][CH:23]=1. (3) Given the reactants [CH:1]([N:4]1[CH2:9][CH2:8][CH:7]([O:10][C:11]2[CH:12]=[C:13]3[C:17](=[CH:18][CH:19]=2)[N:16]([CH2:20][C:21]([F:24])([F:23])[F:22])[C:15]([C:25]([OH:27])=O)=[CH:14]3)[CH2:6][CH2:5]1)([CH3:3])[CH3:2].[Cl-].[Li+].[NH:30]1[CH2:35][CH2:34][S:33](=[O:37])(=[O:36])[CH2:32][CH2:31]1.C(N(C(C)C)CC)(C)C, predict the reaction product. The product is: [O:36]=[S:33]1(=[O:37])[CH2:34][CH2:35][N:30]([C:25]([C:15]2[N:16]([CH2:20][C:21]([F:22])([F:24])[F:23])[C:17]3[C:13]([CH:14]=2)=[CH:12][C:11]([O:10][CH:7]2[CH2:8][CH2:9][N:4]([CH:1]([CH3:3])[CH3:2])[CH2:5][CH2:6]2)=[CH:19][CH:18]=3)=[O:27])[CH2:31][CH2:32]1. (4) Given the reactants [CH3:1][N:2]([CH3:45])[CH2:3][C:4]([N:6]1[C:14]2[C:9](=[CH:10][CH:11]=[C:12]([NH:15][C:16]3[N:29]4[C:20](=[N:21][C:22]5[C:27]([C:28]4=[O:30])=[C:26]([F:31])[CH:25]=[CH:24][CH:23]=5)[C:19]4[CH:32]=[CH:33][N:34](S(C5C=CC(C)=CC=5)(=O)=O)[C:18]=4[N:17]=3)[CH:13]=2)[CH2:8][CH2:7]1)=[O:5].[CH3:46][NH2:47].C1COCC1.C(=O)(O)[O-].[Na+].CCOC(C)=O, predict the reaction product. The product is: [CH3:1][N:2]([CH3:45])[CH2:3][C:4]([N:6]1[C:14]2[C:9](=[CH:10][CH:11]=[C:12]([NH:15][C:16]3[NH:17][C:18]4=[N:34][CH:33]=[CH:32][C:19]4=[C:20]([NH:21][C:22]4[CH:23]=[CH:24][CH:25]=[C:26]([F:31])[C:27]=4[C:28]([NH:47][CH3:46])=[O:30])[N:29]=3)[CH:13]=2)[CH2:8][CH2:7]1)=[O:5]. (5) The product is: [ClH:1].[O:16]=[C:15]1[N:11]([C:7]2[CH:6]=[C:5]([CH2:4][NH:3][C:23](=[O:27])[CH2:24][CH2:25][CH3:26])[CH:10]=[CH:9][N:8]=2)[NH:12][CH:13]=[C:14]1[C:17]1[CH:18]=[N:19][CH:20]=[CH:21][CH:22]=1. Given the reactants [ClH:1].Cl.[NH2:3][CH2:4][C:5]1[CH:10]=[CH:9][N:8]=[C:7]([N:11]2[C:15](=[O:16])[C:14]([C:17]3[CH:18]=[N:19][CH:20]=[CH:21][CH:22]=3)=[CH:13][NH:12]2)[CH:6]=1.[C:23](O)(=[O:27])[CH2:24][CH2:25][CH3:26].C(N(CC)CC)C.Cl.CN(C)CCCN=C=NCC, predict the reaction product.